Task: Predict which catalyst facilitates the given reaction.. Dataset: Catalyst prediction with 721,799 reactions and 888 catalyst types from USPTO (1) Reactant: Br[CH2:2][CH2:3][CH2:4][O:5][CH:6]([C:9]1[CH:10]=[N:11][C:12]([CH3:15])=[N:13][CH:14]=1)[C:7]#[N:8].C[Si]([N-][Si](C)(C)C)(C)C.[Li+].[NH4+].[Cl-].O. Product: [CH3:15][C:12]1[N:11]=[CH:10][C:9]([C:6]2([C:7]#[N:8])[CH2:2][CH2:3][CH2:4][O:5]2)=[CH:14][N:13]=1. The catalyst class is: 1. (2) Reactant: [Cl:1][C:2]1[C:7]([N+:8]([O-:10])=[O:9])=[CH:6][CH:5]=[C:4]([O:11][C:12]2([S:15][C:16]3[CH:21]=[CH:20][CH:19]=[CH:18][CH:17]=3)[CH2:14][CH2:13]2)[N:3]=1.C1C=C(Cl)C=C(C(OO)=[O:30])C=1.[OH2:33]. Product: [C:16]1([S:15]([C:12]2([O:11][C:4]3[N:3]=[C:2]([Cl:1])[C:7]([N+:8]([O-:10])=[O:9])=[CH:6][CH:5]=3)[CH2:13][CH2:14]2)(=[O:30])=[O:33])[CH:17]=[CH:18][CH:19]=[CH:20][CH:21]=1. The catalyst class is: 2. (3) Reactant: [C:1]([C:3]1[CH:8]=[CH:7][C:6]([CH:9](OS(C)(=O)=O)[CH2:10][CH:11]=[CH2:12])=[CH:5][C:4]=1[F:18])#[N:2].[CH3:19][C:20]1[NH:21][CH:22]=[CH:23][N:24]=1.C(=O)([O-])[O-].[K+].[K+].CCOC(C)=O. Product: [C:1]([C:3]1[CH:8]=[CH:7][C:6]([CH:9]([N:21]2[CH:22]=[CH:23][N:24]=[C:20]2[CH3:19])[CH2:10][CH:11]=[CH2:12])=[CH:5][C:4]=1[F:18])#[N:2]. The catalyst class is: 3. (4) Reactant: [CH:1]1[CH:2]=[C:3]([C:12]2[C:16]([C:17]#[N:18])=[CH:15][NH:14][CH:13]=2)[C:4]2[O:9][C:8]([F:11])([F:10])[O:7][C:5]=2[CH:6]=1.C([Li])CCC.Br[CH:25]([CH3:30])[C:26]([O:28][CH3:29])=[O:27].O. Product: [C:17]([C:16]1[C:12]([C:3]2[C:4]3[O:9][C:8]([F:11])([F:10])[O:7][C:5]=3[CH:6]=[CH:1][CH:2]=2)=[CH:13][N:14]([CH2:30][CH2:25][C:26]([O:28][CH3:29])=[O:27])[CH:15]=1)#[N:18]. The catalyst class is: 7. (5) Reactant: [CH2:1]([O:3][C:4]1[CH:5]=[CH:6][C:7]([N+:12]([O-:14])=[O:13])=[C:8]([CH:11]=1)[CH:9]=O)[CH3:2].C1(P(C2C=CC=CC=2)C2C=CC=CC=2)C=CC=CC=1.[C:34](Br)(Br)([Br:36])[Br:35].CCCCCC. Product: [Br:35][C:34]([Br:36])=[CH:9][C:8]1[CH:11]=[C:4]([O:3][CH2:1][CH3:2])[CH:5]=[CH:6][C:7]=1[N+:12]([O-:14])=[O:13]. The catalyst class is: 4. (6) Reactant: [CH3:1][O:2][C:3](=[O:9])[CH2:4][CH2:5][C:6]([NH2:8])=[O:7].Br[CH2:11][C:12]([C:14]1[CH:19]=[CH:18][C:17]([C:20]([F:23])([F:22])[F:21])=[CH:16][CH:15]=1)=O. Product: [CH3:1][O:2][C:3](=[O:9])[CH2:4][CH2:5][C:6]1[O:7][CH:11]=[C:12]([C:14]2[CH:19]=[CH:18][C:17]([C:20]([F:21])([F:22])[F:23])=[CH:16][CH:15]=2)[N:8]=1. The catalyst class is: 25. (7) Reactant: Cl.[OH:2][CH2:3][C@H:4]1[N:9]([C:10]([C:12]2[CH:17]=[CH:16][CH:15]=[CH:14][CH:13]=2)=[O:11])[CH2:8][CH2:7][O:6][CH2:5]1.CCN(C(C)C)C(C)C.C(Cl)(=O)C1C=CC=CC=1. Product: [OH:2][CH2:3][C@H:4]1[N:9]([C:10]([C:12]2[CH:17]=[CH:16][CH:15]=[CH:14][CH:13]=2)=[O:11])[CH2:8][CH2:7][O:6][CH2:5]1. The catalyst class is: 2.